Dataset: Peptide-MHC class II binding affinity with 134,281 pairs from IEDB. Task: Regression. Given a peptide amino acid sequence and an MHC pseudo amino acid sequence, predict their binding affinity value. This is MHC class II binding data. (1) The peptide sequence is GFKAAVAAAASVP. The MHC is HLA-DPA10103-DPB10401 with pseudo-sequence HLA-DPA10103-DPB10401. The binding affinity (normalized) is 0.266. (2) The peptide sequence is CDKFLANVSTVLTGK. The MHC is DRB1_0701 with pseudo-sequence DRB1_0701. The binding affinity (normalized) is 0.690. (3) The peptide sequence is HYTVDKSKPKVYQ. The MHC is H-2-IEd with pseudo-sequence H-2-IEd. The binding affinity (normalized) is 0. (4) The peptide sequence is YDKFLANVSTVHTGK. The MHC is DRB1_1101 with pseudo-sequence DRB1_1101. The binding affinity (normalized) is 0.590. (5) The peptide sequence is QAVLTATNFFGINTI. The binding affinity (normalized) is 0.401. The MHC is HLA-DQA10401-DQB10402 with pseudo-sequence HLA-DQA10401-DQB10402. (6) The peptide sequence is KPPPFGQAAAGDK. The MHC is HLA-DQA10501-DQB10301 with pseudo-sequence HLA-DQA10501-DQB10301. The binding affinity (normalized) is 0.111. (7) The peptide sequence is LNTLTLAVPYNMRVI. The MHC is DRB1_0301 with pseudo-sequence DRB1_0301. The binding affinity (normalized) is 0.364.